From a dataset of Full USPTO retrosynthesis dataset with 1.9M reactions from patents (1976-2016). Predict the reactants needed to synthesize the given product. (1) Given the product [F:1][C:2]1[CH:3]=[N:4][CH:5]=[CH:6][C:7]=1[CH:8]([CH:34]1[CH2:39][CH2:38][O:37][CH2:36][CH2:35]1)[OH:9], predict the reactants needed to synthesize it. The reactants are: [F:1][C:2]1[CH:3]=[N:4][CH:5]=[CH:6][C:7]=1[CH:8]=[O:9].CC1N=NN(C)C=1C1C=NC2C3C=CC(C(O)(C)C)=CC=3N(C(C3C=C(C)ON=3)[CH:34]3[CH2:39][CH2:38][O:37][CH2:36][CH2:35]3)C=2C=1.C(O)(C(F)(F)F)=O. (2) Given the product [OH:8][C:9]1[C:10]([CH2:28][OH:29])=[C:11]([CH2:26][OH:27])[C:12]([CH2:16][CH2:17][C:18]2[CH:23]=[CH:22][C:21]([O:24][CH3:25])=[CH:20][CH:19]=2)=[N:13][C:14]=1[CH3:15], predict the reactants needed to synthesize it. The reactants are: C([O:8][C:9]1[C:10]([CH2:28][OH:29])=[C:11]([CH2:26][OH:27])[C:12]([CH2:16][CH2:17][C:18]2[CH:23]=[CH:22][C:21]([O:24][CH3:25])=[CH:20][CH:19]=2)=[N:13][C:14]=1[CH3:15])C1C=CC=CC=1. (3) Given the product [CH:26]1([NH:29][C:2]2[N:3]=[C:4]3[CH:25]=[CH:24][CH:23]=[N:22][C:5]3=[N:6][C:7]=2[N:8]2[CH2:13][CH2:12][N:11]([CH2:14][C:15]3[CH:20]=[CH:19][CH:18]=[C:17]([CH3:21])[CH:16]=3)[CH2:10][CH2:9]2)[CH2:28][CH2:27]1, predict the reactants needed to synthesize it. The reactants are: Cl[C:2]1[N:3]=[C:4]2[CH:25]=[CH:24][CH:23]=[N:22][C:5]2=[N:6][C:7]=1[N:8]1[CH2:13][CH2:12][N:11]([CH2:14][C:15]2[CH:20]=[CH:19][CH:18]=[C:17]([CH3:21])[CH:16]=2)[CH2:10][CH2:9]1.[CH:26]1([NH2:29])[CH2:28][CH2:27]1.CCN(C(C)C)C(C)C. (4) Given the product [Br:17][C:13]1[S:14][CH:15]=[CH:16][C:12]=1[O:11][CH2:1][CH2:2][CH2:3][CH2:4][CH2:5][CH2:6][CH2:7][CH2:8][CH2:9][CH3:10], predict the reactants needed to synthesize it. The reactants are: [CH2:1]([O:11][C:12]1[CH:16]=[CH:15][S:14][CH:13]=1)[CH2:2][CH2:3][CH2:4][CH2:5][CH2:6][CH2:7][CH2:8][CH2:9][CH3:10].[Br:17]N1C(=O)CCC1=O. (5) Given the product [NH2:1][C:2]1[C:11]2[C:6](=[C:7]([C:22]3[CH:23]=[N:24][C:25]([O:26][CH3:27])=[C:20]([F:19])[CH:21]=3)[CH:8]=[CH:9][CH:10]=2)[N:5]=[N:4][C:3]=1[C:13]([NH:15][CH:16]1[CH2:18][CH2:17]1)=[O:14], predict the reactants needed to synthesize it. The reactants are: [NH2:1][C:2]1[C:11]2[C:6](=[C:7](Br)[CH:8]=[CH:9][CH:10]=2)[N:5]=[N:4][C:3]=1[C:13]([NH:15][CH:16]1[CH2:18][CH2:17]1)=[O:14].[F:19][C:20]1[CH:21]=[C:22](B(O)O)[CH:23]=[N:24][C:25]=1[O:26][CH3:27]. (6) Given the product [NH2:1][C:2]1[CH:9]=[C:8]([O:20][CH2:19][CH2:18][O:17][CH:12]2[CH2:13][CH2:14][CH2:15][CH2:16][O:11]2)[C:5]([C:6]#[N:7])=[CH:4][N:3]=1, predict the reactants needed to synthesize it. The reactants are: [NH2:1][C:2]1[CH:9]=[C:8](F)[C:5]([C:6]#[N:7])=[CH:4][N:3]=1.[O:11]1[CH2:16][CH2:15][CH2:14][CH2:13][CH:12]1[O:17][CH2:18][CH2:19][OH:20].NC1C=C(O[C@H](C)COC)C(C#N)=CN=1. (7) Given the product [Cl:22][C:23]1[C:31]2[C:26](=[CH:27][C:28]([CH2:38][N:14]3[CH2:15][C:12]4([CH2:16][C:9]([N:6]5[CH2:7][CH2:8][C:3]([CH3:2])([C:17]([O:19][CH2:20][CH3:21])=[O:18])[CH2:4][CH2:5]5)=[N:10][O:11]4)[CH2:13]3)=[CH:29][C:30]=2[O:32][CH2:33][C:34]([F:36])([F:35])[F:37])[N:25]([CH2:40][CH3:41])[CH:24]=1, predict the reactants needed to synthesize it. The reactants are: Cl.[CH3:2][C:3]1([C:17]([O:19][CH2:20][CH3:21])=[O:18])[CH2:8][CH2:7][N:6]([C:9]2[CH2:16][C:12]3([CH2:15][NH:14][CH2:13]3)[O:11][N:10]=2)[CH2:5][CH2:4]1.[Cl:22][C:23]1[C:31]2[C:26](=[CH:27][C:28]([CH:38]=O)=[CH:29][C:30]=2[O:32][CH2:33][C:34]([F:37])([F:36])[F:35])[N:25]([CH2:40][CH3:41])[CH:24]=1. (8) Given the product [OH:1][CH2:2][CH2:3][N:4]1[CH:8]=[C:7]([C:9]2[C:18]3[CH2:17][CH2:16][C@H:15]4[C@H:19]([CH3:26])[C:20](=[O:25])[C:21]([C:23]#[N:24])=[CH:22][C@:14]4([C:27]4[CH:28]=[CH:29][CH:30]=[CH:31][CH:32]=4)[C:13]=3[N:12]=[C:11]([CH3:33])[N:10]=2)[CH:6]=[N:5]1, predict the reactants needed to synthesize it. The reactants are: [OH:1][CH2:2][CH2:3][N:4]1[CH:8]=[C:7]([C:9]2[C:18]3[CH2:17][CH2:16][C@H:15]4[C@H:19]([CH3:26])[C:20](=[O:25])[CH:21]([C:23]#[N:24])[CH2:22][C@:14]4([C:27]4[CH:32]=[CH:31][CH:30]=[CH:29][CH:28]=4)[C:13]=3[N:12]=[C:11]([CH3:33])[N:10]=2)[CH:6]=[N:5]1.ClC1C(=O)C(C#N)=C(C#N)C(=O)C=1Cl. (9) Given the product [C:27]1([C:30]2[CH:35]=[CH:34][CH:33]=[CH:32][CH:31]=2)[CH:26]=[CH:25][C:24]([C:20]2[S:21][C:22]([CH3:23])=[C:18]([CH2:17][CH2:16][O:15][C:12]3[CH:13]=[CH:14][C:9]([O:8][C:5]([CH3:7])([CH3:6])[C:4]([OH:36])=[O:3])=[CH:10][CH:11]=3)[N:19]=2)=[CH:29][CH:28]=1, predict the reactants needed to synthesize it. The reactants are: C([O:3][C:4](=[O:36])[C:5]([O:8][C:9]1[CH:14]=[CH:13][C:12]([O:15][CH2:16][CH2:17][C:18]2[N:19]=[C:20]([C:24]3[CH:29]=[CH:28][C:27]([C:30]4[CH:35]=[CH:34][CH:33]=[CH:32][CH:31]=4)=[CH:26][CH:25]=3)[S:21][C:22]=2[CH3:23])=[CH:11][CH:10]=1)([CH3:7])[CH3:6])C.[OH-].[Na+]. (10) Given the product [CH2:1]([O:8][C:9](=[O:25])[CH:10]([NH:17][C:18]([O:20][C:21]([CH3:24])([CH3:23])[CH3:22])=[O:19])[CH2:11][CH2:12][CH:13]([OH:16])[CH:14]=[CH2:15])[C:2]1[CH:7]=[CH:6][CH:5]=[CH:4][CH:3]=1, predict the reactants needed to synthesize it. The reactants are: [CH2:1]([O:8][C:9](=[O:25])[CH:10]([NH:17][C:18]([O:20][C:21]([CH3:24])([CH3:23])[CH3:22])=[O:19])[CH2:11][CH2:12][C:13](=[O:16])[CH:14]=[CH2:15])[C:2]1[CH:7]=[CH:6][CH:5]=[CH:4][CH:3]=1.[BH4-].[Na+].